Dataset: Reaction yield outcomes from USPTO patents with 853,638 reactions. Task: Predict the reaction yield, written as a fraction of the theoretical maximum amount of product (1.0 means a 100% yield; for example, 0.34 means a 34% yield). (1) The reactants are C(OC(=O)[NH:7][C:8]1[CH:13]=[CH:12][CH:11]=[C:10]([C:14]2[C:18]([C:19]3[CH:24]=[CH:23][N:22]=[CH:21][CH:20]=3)=[CH:17][N:16]([CH2:25][CH3:26])[N:15]=2)[C:9]=1[F:27])(C)(C)C. The catalyst is C(Cl)Cl. The product is [CH2:25]([N:16]1[CH:17]=[C:18]([C:19]2[CH:20]=[CH:21][N:22]=[CH:23][CH:24]=2)[C:14]([C:10]2[C:9]([F:27])=[C:8]([NH2:7])[CH:13]=[CH:12][CH:11]=2)=[N:15]1)[CH3:26]. The yield is 0.770. (2) The reactants are [NH2:1][CH:2]1[CH2:5][N:4]([C:6]([C:8]2[CH:9]=[C:10]([CH:23]=[CH:24][C:25]=2[F:26])[CH2:11][C:12]2[C:21]3[C:16](=[CH:17][CH:18]=[CH:19][CH:20]=3)[C:15](=[O:22])[NH:14][N:13]=2)=[O:7])[CH2:3]1.C(O[C:30]1(O[Si](C)(C)C)[CH2:32][CH2:31]1)C.C(O[BH-](OC(=O)C)OC(=O)C)(=O)C.[Na+]. No catalyst specified. The product is [CH:30]1([NH:1][CH:2]2[CH2:3][N:4]([C:6]([C:8]3[CH:9]=[C:10]([CH:23]=[CH:24][C:25]=3[F:26])[CH2:11][C:12]3[C:21]4[C:16](=[CH:17][CH:18]=[CH:19][CH:20]=4)[C:15](=[O:22])[NH:14][N:13]=3)=[O:7])[CH2:5]2)[CH2:32][CH2:31]1. The yield is 0.680. (3) The reactants are Br.[Br:2][CH2:3][CH2:4][CH2:5][NH2:6].[CH2:7]([O:14][C:15](ON1C(=O)CCC1=O)=[O:16])[C:8]1[CH:13]=[CH:12][CH:11]=[CH:10][CH:9]=1. The catalyst is C(Cl)Cl. The product is [CH2:7]([O:14][C:15]([NH:6][CH2:5][CH2:4][CH2:3][Br:2])=[O:16])[C:8]1[CH:13]=[CH:12][CH:11]=[CH:10][CH:9]=1. The yield is 0.920. (4) The reactants are C(Cl)CCl.C1C=CC2N(O)N=NC=2C=1.[NH:15]([CH2:18][CH3:19])[CH2:16][CH3:17].CCN(CC)CC.[CH2:27]([O:29][C:30]1[C:31]([C:58]([OH:60])=O)=[N:32][C:33]([C:42]2[CH:47]=[CH:46][C:45]([NH:48][C:49]([NH:51][C:52]3[CH:57]=[CH:56][CH:55]=[CH:54][CH:53]=3)=[O:50])=[CH:44][CH:43]=2)=[N:34][C:35]=1[N:36]1[CH2:41][CH2:40][O:39][CH2:38][CH2:37]1)[CH3:28]. The catalyst is CN(C=O)C. The product is [CH2:16]([N:15]([CH2:18][CH3:19])[C:58]([C:31]1[C:30]([O:29][CH2:27][CH3:28])=[C:35]([N:36]2[CH2:41][CH2:40][O:39][CH2:38][CH2:37]2)[N:34]=[C:33]([C:42]2[CH:47]=[CH:46][C:45]([NH:48][C:49]([NH:51][C:52]3[CH:53]=[CH:54][CH:55]=[CH:56][CH:57]=3)=[O:50])=[CH:44][CH:43]=2)[N:32]=1)=[O:60])[CH3:17]. The yield is 0.480. (5) The reactants are Cl[C:2]1[N:7]=[C:6]([NH:8][C:9]2[N:14]=[CH:13][C:12]3[N:15]=[CH:16][N:17]([CH:18]([CH3:20])[CH3:19])[C:11]=3[CH:10]=2)[CH:5]=[CH:4][N:3]=1.Cl.[CH3:22][O:23][CH:24]1[CH2:27][NH:26][CH2:25]1.C([O-])([O-])=O.[Cs+].[Cs+]. The catalyst is C(O)(C)C. The product is [CH:18]([N:17]1[C:11]2[CH:10]=[C:9]([NH:8][C:6]3[CH:5]=[CH:4][N:3]=[C:2]([N:26]4[CH2:27][CH:24]([O:23][CH3:22])[CH2:25]4)[N:7]=3)[N:14]=[CH:13][C:12]=2[N:15]=[CH:16]1)([CH3:20])[CH3:19]. The yield is 0.390. (6) The reactants are C[O:2][C:3](=[O:24])[CH:4]([C:11]1[CH:16]=[CH:15][C:14]([S:17]([CH3:20])(=[O:19])=[O:18])=[C:13]([N+:21]([O-:23])=[O:22])[CH:12]=1)[CH2:5][CH:6]1[CH2:10][CH2:9][CH2:8][CH2:7]1.[OH-].[Li+]. The catalyst is O1CCCC1. The product is [CH:6]1([CH2:5][CH:4]([C:11]2[CH:16]=[CH:15][C:14]([S:17]([CH3:20])(=[O:19])=[O:18])=[C:13]([N+:21]([O-:23])=[O:22])[CH:12]=2)[C:3]([OH:24])=[O:2])[CH2:10][CH2:9][CH2:8][CH2:7]1. The yield is 0.870. (7) The reactants are [CH2:1]([C:3]1[CH:11]=[CH:10][C:9]2[NH:8][C:7]3[CH2:12][CH2:13][N:14]([CH3:16])[CH2:15][C:6]=3[C:5]=2[CH:4]=1)[CH3:2].[OH-].[K+].[CH3:19][C:20]1[CH:25]=[N:24][C:23]([CH:26]=[CH2:27])=[CH:22][N:21]=1. The catalyst is CN1CCCC1=O.O. The product is [CH2:1]([C:3]1[CH:11]=[CH:10][C:9]2[N:8]([CH2:27][CH2:26][C:23]3[CH:22]=[N:21][C:20]([CH3:19])=[CH:25][N:24]=3)[C:7]3[CH2:12][CH2:13][N:14]([CH3:16])[CH2:15][C:6]=3[C:5]=2[CH:4]=1)[CH3:2]. The yield is 0.600.